Dataset: Forward reaction prediction with 1.9M reactions from USPTO patents (1976-2016). Task: Predict the product of the given reaction. The product is: [F:22][C:21]([F:24])([F:23])[C:18]1[CH:19]=[CH:20][C:15]([N:1]2[C:9]3[C:4](=[CH:5][C:6]([C:10]([O:12][CH3:13])=[O:11])=[CH:7][CH:8]=3)[CH:3]=[CH:2]2)=[CH:16][CH:17]=1. Given the reactants [NH:1]1[C:9]2[C:4](=[CH:5][C:6]([C:10]([O:12][CH3:13])=[O:11])=[CH:7][CH:8]=2)[CH:3]=[CH:2]1.Br[C:15]1[CH:20]=[CH:19][C:18]([C:21]([F:24])([F:23])[F:22])=[CH:17][CH:16]=1.CN[C@@H]1CCCC[C@H]1NC.[O-]P([O-])([O-])=O.[K+].[K+].[K+], predict the reaction product.